Predict the product of the given reaction. From a dataset of Forward reaction prediction with 1.9M reactions from USPTO patents (1976-2016). Given the reactants Cl.[NH2:2][CH2:3][CH2:4][SH:5].[C:6]([Cl:12])(=[O:11])[C:7]([CH3:10])([CH3:9])[CH3:8], predict the reaction product. The product is: [ClH:12].[CH3:8][C:7]([CH3:10])([CH3:9])[C:6](=[O:11])[S:5][CH2:4][CH2:3][NH2:2].